Dataset: Forward reaction prediction with 1.9M reactions from USPTO patents (1976-2016). Task: Predict the product of the given reaction. Given the reactants F[C:2]1[CH:9]=[CH:8][C:5]([C:6]#[N:7])=[CH:4][C:3]=1[C:10]([F:13])([F:12])[F:11].[CH3:14][S:15]([O-:17])=[O:16].[Na+], predict the reaction product. The product is: [CH3:14][S:15]([C:2]1[CH:9]=[CH:8][C:5]([C:6]#[N:7])=[CH:4][C:3]=1[C:10]([F:13])([F:12])[F:11])(=[O:17])=[O:16].